From a dataset of Human Reference Interactome with 51,813 positive PPI pairs across 8,248 proteins, plus equal number of experimentally-validated negative pairs. Binary Classification. Given two protein amino acid sequences, predict whether they physically interact or not. (1) Protein 1 (ENSG00000184672) has sequence MTGKTQTSNVTNKNDPKSINSRVFIGNLNTAIVKKVDIEAIFSKYGKIVGCSVHKGYAFVQYMSERHARAAVAGENARVIAGQPLDINMAGEPKPYRPKPGNKRPLSALYSGYVFDYDYYRDDFYNRLFDYHGRVPPPPRAVIPLKRPRVAVTTTRRGKGVFSMKGGSRSTASGSTGSKLKSDELQTIKKELTQIKTKIDSLLGRLEKIEKQQKAEAEAQKKQLEESLVLIQEECVSEIADHSTEEPAEGGPDADGEEMTDGIEEDFDEDGGHELFLQIK*MTGKTQTSNVTNKNDPKSI.... Protein 2 (ENSG00000128710) has sequence MSFPNSSPAANTFLVDSLISACRSDSFYSSSASMYMPPPSADMGTYGMQTCGLLPSLAKREVNHQNMGMNVHPYIPQVDSWTDPNRSCRIEQPVTQQVPTCSFTTNIKEESNCCMYSDKRNKLISAEVPSYQRLVPESCPVENPEVPVPGYFRLSQTYATGKTQEYNNSPEGSSTVMLQLNPRGAAKPQLSAAQLQMEKKMNEPVSGQEPTKVSQVESPEAKGGLPEERSCLAEVSVSSPEVQEKESKEEIKSDTPTSNWLTAKSGRKKRCPYTKHQTLELEKEFLFNMYLTRERRLEIS.... Result: 0 (the proteins do not interact). (2) Protein 1 (ENSG00000142459) has sequence MASPTLSPDSSSQEALSAPTCSPTSDSENLSPDELELLAKLEEQNRLLEADSKSMRSMNGSRRNSGSSLVSSSSASSNLSHLEEDTWILWGRIANEWEEWRRRKEKLLKELIRKGIPHHFRAIVWQLLCSATDMPVKNQYSELLKMSSPCEKLIRRDIARTYPEHEFFKGQDSLGQEVLFNVMKAYSLVDREVGYCQGSAFIVGLLLMQMPEEEAFCVFVRLMQEYRLRELFKPSMAELGLCIYQFEYMLQEQLPDLNTHFRSQSFHTSMYASSWFLTLFLTTFPLPVATRVFDIFMYEG.... Protein 2 (ENSG00000185640) has sequence MRSSVSRQTYSTKGGFSSNSASGGSGSQARTSFSSVTVSRSSGSGGGAHCGPGTGGFGSRSLYNLGGHKSISVSVAGGALLGRALGGFGFGSRAFMGQGAGRQTFGPACPPGGIQEVTVNQSLLTPLHVEIDPEIQRVRTQEREQIKTLNNKFASFIDKVRFLEQQNKVLETKWALLQEQGQNLGVTRNNLEPLFEAYLGSMRSTLDRLQSERGRLDSELRNVQDLVEDFKNKYEDEINKHTAAENEFVVLKKDVDAAYMGRMDLHGKVGTLTQEIDFLQQLYEMELSQVQTHVSNTNVV.... Result: 1 (the proteins interact). (3) Protein 2 (ENSG00000153294) has sequence MKMKSQATMICCLVFFLSTECSHYRSKIHLKAGDKLQSPEGKPKTGRIQEKCEGPCISSSNCSQPCAKDFHGEIGFTCNQKKWQKSAETCTSLSVEKLFKDSTGASRLSVAAPSIPLHILDFRAPETIESVAQGIRKNCPFDYACITDMVKSSETTSGNIAFIVELLKNISTDLSDNVTREKMKSYSEVANHILDTAAISNWAFIPNKNASSDLLQSVNLFARQLHIHNNSENIVNELFIQTKGFHINHNTSEKSLNFSMSMNNTTEDILGMVQIPRQELRKLWPNASQAISIAFPTLGA.... Protein 1 (ENSG00000126214) has sequence MYDNMSTMVYIKEDKLEKLTQDEIISKTKQVIQGLEALKNEHNSILQSLLETLKCLKKDDESNLVEEKSNMIRKSLEMLELGLSEAQVMMALSNHLNAVESEKQKLRAQVRRLCQENQWLRDELANTQQKLQKSEQSVAQLEEEKKHLEFMNQLKKYDDDISPSEDKDTDSTKEPLDDLFPNDEDDPGQGIQQQHSSAAAAAQQGGYEIPARLRTLHNLVIQYASQGRYEVAVPLCKQALEDLEKTSGHDHPDVATMLNILALVYRDQNKYKDAANLLNDALAIREKTLGKDHPAVAATL.... Result: 0 (the proteins do not interact). (4) Protein 1 (ENSG00000075702) has sequence MAAVGSGGYARNDAGEKLPSVMAGVPARRGQSSPPPAPPICLRRRTRLSTASEETVQNRVSLEKVLGITAQNSSGLTCDPGTGHVAYLAGCVVVILDPKENKQQHIFNTARKSLSALAFSPDGKYIVTGENGHRPAVRIWDVEEKNQVAEMLGHKYGVACVAFSPNMKHIVSMGYQHDMVLNVWDWKKDIVVASNKVSCRVIALSFSEDSSYFVTVGNRHVRFWFLEVSTETKVTSTVPLVGRSGILGELHNNIFCGVACGRGRMAGSTFCVSYSGLLCQFNEKRVLEKWINLKVSLSSC.... Result: 0 (the proteins do not interact). Protein 2 (ENSG00000158636) has sequence MPVVWPTLLDLSRDECKRILRKLELEAYAGVISALRAQGDLTKEKKDLLGELSKVLSISTERHRAEVRRAVNDERLTTIAHNMSGPNSSSEWSIEGRRLVPLMPRLVPQTAFTVTANAVANAAIQHNASLPVPAETGSKEVVCYSYTSTTSTPTSTPVPSGSIATVKSPRPASPASNVVVLPSGSTVYVKSVSCSDEDEKPRKRRRTNSSSSSPVVLKEVPKAVVPVSKTITVPVSGSPKMSNIMQSIANSLPPHMSPVKITFTKPSTQTTNTTTQKVIIVTTSPSSTFVPNILSKSHNY....